From a dataset of Forward reaction prediction with 1.9M reactions from USPTO patents (1976-2016). Predict the product of the given reaction. (1) Given the reactants [Si:1]([O:18][CH2:19][C:20]([C:23]1[CH:27]=[C:26]([NH:28][C:29]([NH:31][C@@H:32]2[C:41]3[C:36](=[CH:37][CH:38]=[CH:39][CH:40]=3)[C@H:35]([O:42][C:43]3[CH:44]=[CH:45][C:46]4[N:47]([C:49]([N:52]5[CH2:57][CH2:56][CH2:55][CH2:54][C@@H:53]5[CH3:58])=[N:50][N:51]=4)[CH:48]=3)[CH2:34][CH2:33]2)=[O:30])[N:25]([C:59]2[CH:64]=[CH:63][CH:62]=[C:61]([O:65][CH2:66][CH2:67][OH:68])[CH:60]=2)[N:24]=1)([CH3:22])[CH3:21])([C:14]([CH3:17])([CH3:16])[CH3:15])([C:8]1[CH:13]=[CH:12][CH:11]=[CH:10][CH:9]=1)[C:2]1[CH:7]=[CH:6][CH:5]=[CH:4][CH:3]=1.CCN(C(C)C)C(C)C.[CH3:78][S:79](Cl)(=[O:81])=[O:80], predict the reaction product. The product is: [CH3:78][S:79]([O:68][CH2:67][CH2:66][O:65][C:61]1[CH:62]=[CH:63][CH:64]=[C:59]([N:25]2[C:26]([NH:28][C:29](=[O:30])[NH:31][C@@H:32]3[C:41]4[C:36](=[CH:37][CH:38]=[CH:39][CH:40]=4)[C@H:35]([O:42][C:43]4[CH:44]=[CH:45][C:46]5[N:47]([C:49]([N:52]6[CH2:57][CH2:56][CH2:55][CH2:54][C@@H:53]6[CH3:58])=[N:50][N:51]=5)[CH:48]=4)[CH2:34][CH2:33]3)=[CH:27][C:23]([C:20]([CH3:21])([CH3:22])[CH2:19][O:18][Si:1]([C:14]([CH3:16])([CH3:15])[CH3:17])([C:8]3[CH:13]=[CH:12][CH:11]=[CH:10][CH:9]=3)[C:2]3[CH:3]=[CH:4][CH:5]=[CH:6][CH:7]=3)=[N:24]2)[CH:60]=1)(=[O:81])=[O:80]. (2) Given the reactants Cl.Cl.[NH2:3][CH:4]1[C:22](=[O:23])[N:21]2[CH:17]([CH2:18][CH:19]([O:24][C:25]3[C:34]4[C:29](=[CH:30][CH:31]=[CH:32][CH:33]=4)[CH:28]=[CH:27][N:26]=3)[CH2:20]2)[C:16](=[O:35])[NH:15][C:14]2([C:36]([NH:38][S:39]([CH:42]3[CH2:44][CH2:43]3)(=[O:41])=[O:40])=[O:37])[CH:12]([CH2:13]2)[CH:11]=[CH:10][CH2:9][CH2:8][CH2:7][CH2:6][CH2:5]1.CCN(C(C)C)C(C)C.Cl[C:55]([O:57][CH:58]([CH3:60])[CH3:59])=[O:56], predict the reaction product. The product is: [CH:58]([O:57][C:55](=[O:56])[NH:3][CH:4]1[C:22](=[O:23])[N:21]2[CH:17]([CH2:18][CH:19]([O:24][C:25]3[C:34]4[C:29](=[CH:30][CH:31]=[CH:32][CH:33]=4)[CH:28]=[CH:27][N:26]=3)[CH2:20]2)[C:16](=[O:35])[NH:15][C:14]2([C:36]([NH:38][S:39]([CH:42]3[CH2:43][CH2:44]3)(=[O:40])=[O:41])=[O:37])[CH:12]([CH2:13]2)[CH:11]=[CH:10][CH2:9][CH2:8][CH2:7][CH2:6][CH2:5]1)([CH3:60])[CH3:59]. (3) Given the reactants [F:1][C:2]1[CH:3]=[CH:4][CH:5]=[C:6]2[C:10]=1[NH:9][CH:8]=[C:7]2[CH2:11][CH2:12][N:13]1[C:21](=[O:22])[C:20]2C(=CC=CC=2)C1=O.C(CN)[OH:25].[OH2:28].[OH-:29].[Na+], predict the reaction product. The product is: [C:21]([OH:22])(=[O:25])[C:20]([OH:29])=[O:28].[F:1][C:2]1[CH:3]=[CH:4][CH:5]=[C:6]2[C:10]=1[NH:9][CH:8]=[C:7]2[CH2:11][CH2:12][NH2:13]. (4) Given the reactants C(N(CC)CC)C.[O:8]([CH2:26][CH2:27][C:28]1([CH2:34][CH2:35][OH:36])[CH2:33][CH2:32][CH2:31][CH2:30][CH2:29]1)[Si:9]([C:22]([CH3:25])([CH3:24])[CH3:23])([C:16]1[CH:21]=[CH:20][CH:19]=[CH:18][CH:17]=1)[C:10]1[CH:15]=[CH:14][CH:13]=[CH:12][CH:11]=1.[CH3:37][S:38](Cl)(=[O:40])=[O:39].C(=O)([O-])O.[Na+], predict the reaction product. The product is: [CH3:37][S:38]([O:36][CH2:35][CH2:34][C:28]1([CH2:27][CH2:26][O:8][Si:9]([C:22]([CH3:24])([CH3:25])[CH3:23])([C:16]2[CH:17]=[CH:18][CH:19]=[CH:20][CH:21]=2)[C:10]2[CH:15]=[CH:14][CH:13]=[CH:12][CH:11]=2)[CH2:29][CH2:30][CH2:31][CH2:32][CH2:33]1)(=[O:40])=[O:39]. (5) Given the reactants C([O:3][C:4]([C:6]1[S:7][C:8]([N:26]2[CH2:31][CH2:30][O:29][CH2:28][CH2:27]2)=[C:9]([CH3:25])[C:10]=1[C:11]1[CH:16]=[CH:15][C:14]([S:17](=[O:24])(=[O:23])[N:18]=CN(C)C)=[CH:13][CH:12]=1)=[O:5])C.[OH-].[Na+].O.Cl, predict the reaction product. The product is: [CH3:25][C:9]1[C:10]([C:11]2[CH:12]=[CH:13][C:14]([S:17](=[O:24])(=[O:23])[NH2:18])=[CH:15][CH:16]=2)=[C:6]([C:4]([OH:5])=[O:3])[S:7][C:8]=1[N:26]1[CH2:27][CH2:28][O:29][CH2:30][CH2:31]1. (6) Given the reactants Cl[C:2]1[CH:7]=[CH:6][C:5](C(O)([C:32]2[N:33]([CH3:37])[CH:34]=[N:35][CH:36]=2)C2C=C3C(=CC=2)N(CC2CC2)C(=O)C=C3C2C=CC=C(C#C)C=2)=[CH:4][CH:3]=1.ClC1C=CC(C2C=C3[C:49]([C:50]([C:59]4[CH:64]=[CH:63][CH:62]=[C:61]([C:65]#[CH:66])[CH:60]=4)=[C:51](C)[C:52](=[O:57])[N:53]3C)=[C:48]([C:67]3N(C)C=NC=3)[C:47]=2O)=CC=1, predict the reaction product. The product is: [CH3:37][N:33]1[CH:32]=[CH:36][N:35]=[CH:34]1.[CH:48]1([CH2:49][C:50]2([C:59]3[CH:64]=[CH:63][CH:62]=[C:61]([C:65]#[CH:66])[CH:60]=3)[C:7]3[C:2](=[CH:3][CH:4]=[CH:5][CH:6]=3)[NH:53][C:52](=[O:57])[CH2:51]2)[CH2:47][CH2:67]1. (7) Given the reactants [N:1]1[CH:6]=[CH:5][CH:4]=[C:3]([C:7]2[CH:8]=[C:9]3[C:15]([Sn](C)(C)C)=[N:14][N:13](COCC[Si](C)(C)C)[C:10]3=[CH:11][N:12]=2)[CH:2]=1.Br[C:29]1[CH:30]=[C:31]([CH:35]=[CH:36][N:37]=1)[C:32]([NH2:34])=[O:33], predict the reaction product. The product is: [N:1]1[CH:6]=[CH:5][CH:4]=[C:3]([C:7]2[CH:8]=[C:9]3[C:15]([C:29]4[CH:30]=[C:31]([CH:35]=[CH:36][N:37]=4)[C:32]([NH2:34])=[O:33])=[N:14][NH:13][C:10]3=[CH:11][N:12]=2)[CH:2]=1.